Dataset: Reaction yield outcomes from USPTO patents with 853,638 reactions. Task: Predict the reaction yield, written as a fraction of the theoretical maximum amount of product (1.0 means a 100% yield; for example, 0.34 means a 34% yield). The reactants are Cl[C:2]1[CH:7]=[C:6]([O:8][C:9]2[CH:14]=[CH:13][C:12]([N+:15]([O-:17])=[O:16])=[CH:11][CH:10]=2)[N:5]=[CH:4][N:3]=1.[CH3:18][S:19][C:20]1[CH:26]=[CH:25][C:23]([NH2:24])=[CH:22][CH:21]=1.C(N(C(C)C)CC)(C)C. The catalyst is CN1CCCC1=O.CCCCCC.C(OCC)(=O)C.O. The product is [N+:15]([C:12]1[CH:13]=[CH:14][C:9]([O:8][C:6]2[N:5]=[CH:4][N:3]=[C:2]([NH:24][C:23]3[CH:25]=[CH:26][C:20]([S:19][CH3:18])=[CH:21][CH:22]=3)[CH:7]=2)=[CH:10][CH:11]=1)([O-:17])=[O:16]. The yield is 0.190.